From a dataset of Peptide-MHC class II binding affinity with 134,281 pairs from IEDB. Regression. Given a peptide amino acid sequence and an MHC pseudo amino acid sequence, predict their binding affinity value. This is MHC class II binding data. The peptide sequence is GFKAAVAAAASVP. The MHC is DRB3_0202 with pseudo-sequence DRB3_0202. The binding affinity (normalized) is 0.733.